Predict the reaction yield, written as a fraction of the theoretical maximum amount of product (1.0 means a 100% yield; for example, 0.34 means a 34% yield). From a dataset of Reaction yield outcomes from USPTO patents with 853,638 reactions. (1) The reactants are [Br:1][C:2]1[CH:3]=[C:4]([CH:6]=[CH:7][C:8]=1[O:9][CH3:10])[NH2:5].[S-:11][C:12]#[N:13].[NH4+].BrBr. The catalyst is CC(O)=O. The product is [Br:1][C:2]1[C:8]([O:9][CH3:10])=[CH:7][C:6]2[S:11][C:12]([NH2:13])=[N:5][C:4]=2[CH:3]=1. The yield is 0.780. (2) The reactants are [C:1]1(P(C2C=CC=CC=2)C2C=CC=CC=2)C=CC=CC=1.CCOC(/N=[N:26]/[C:27](OCC)=O)=O.O[C:33]1[CH:38]=[CH:37][C:36]([C:39]2[C:47]3[C:42](=[CH:43][CH:44]=[C:45]([C:48]#[N:49])[CH:46]=3)[N:41](C3CCCCO3)[N:40]=2)=[CH:35][CH:34]=1.Cl.[CH2:57]1C[O:60][CH2:59][CH2:58]1. No catalyst specified. The product is [CH3:1][N:26]([CH3:27])[CH2:57][CH2:58][CH2:59][O:60][C:33]1[CH:38]=[CH:37][C:36]([C:39]2[C:47]3[C:42](=[CH:43][CH:44]=[C:45]([C:48]#[N:49])[CH:46]=3)[NH:41][N:40]=2)=[CH:35][CH:34]=1. The yield is 0.510. (3) The reactants are [F:1][C:2]1[CH:3]=[N+:4]([O-])[CH:5]=[CH:6][CH:7]=1.C[CH2:10][N:11](CC)CC.[Si](C#N)(C)(C)C. The catalyst is CC#N.C(Cl)Cl. The product is [F:1][C:2]1[C:3]([C:10]#[N:11])=[N:4][CH:5]=[CH:6][CH:7]=1. The yield is 0.770. (4) The reactants are [Si:1]([O:8][CH2:9][CH:10]1[CH2:15][N:14]2[N:16]=[C:17]([I:24])[C:18]([C:19]([O:21][CH2:22][CH3:23])=[O:20])=[C:13]2[CH2:12][NH:11]1)([C:4]([CH3:7])([CH3:6])[CH3:5])([CH3:3])[CH3:2].[N:25]([C:28]1[CH:35]=[CH:34][C:31]([C:32]#[N:33])=[CH:30][CH:29]=1)=[C:26]=[O:27]. The catalyst is C1COCC1. The product is [Si:1]([O:8][CH2:9][CH:10]1[CH2:15][N:14]2[N:16]=[C:17]([I:24])[C:18]([C:19]([O:21][CH2:22][CH3:23])=[O:20])=[C:13]2[CH2:12][N:11]1[C:26](=[O:27])[NH:25][C:28]1[CH:29]=[CH:30][C:31]([C:32]#[N:33])=[CH:34][CH:35]=1)([C:4]([CH3:7])([CH3:6])[CH3:5])([CH3:2])[CH3:3]. The yield is 0.380.